This data is from Full USPTO retrosynthesis dataset with 1.9M reactions from patents (1976-2016). The task is: Predict the reactants needed to synthesize the given product. (1) Given the product [Cl:15][C:16]1[N:21]=[C:20]([O:3][CH2:2][CH2:1][OH:4])[CH:19]=[CH:18][N:17]=1, predict the reactants needed to synthesize it. The reactants are: [CH2:1]([OH:4])[CH2:2][OH:3].C[Si]([N-][Si](C)(C)C)(C)C.[Na+].[Cl:15][C:16]1[N:21]=[C:20](S(C)(=O)=O)[CH:19]=[CH:18][N:17]=1. (2) Given the product [BrH:16].[CH3:12][O:13][CH2:14][CH2:15][N:6]1[CH:5]=[C:4]([CH2:3][C:2]([F:1])([F:10])[F:11])[S:8][C:7]1=[NH:9], predict the reactants needed to synthesize it. The reactants are: [F:1][C:2]([F:11])([F:10])[CH2:3][C:4]1[S:8][C:7]([NH2:9])=[N:6][CH:5]=1.[CH3:12][O:13][CH2:14][CH2:15][Br:16]. (3) Given the product [CH3:24][Si:23]([CH3:26])([CH3:25])[CH2:22][CH2:21][O:20][CH2:19][N:10]1[C:11]2[C:18]3[CH:17]=[CH:16][S:15][C:14]=3[CH2:13][C:12]=2[C:8]([C:5]2[CH:4]=[CH:3][C:2]([NH:30][C:27](=[O:29])[CH3:28])=[N:7][CH:6]=2)=[N:9]1, predict the reactants needed to synthesize it. The reactants are: Br[C:2]1[N:7]=[CH:6][C:5]([C:8]2[C:12]3[CH2:13][C:14]4[S:15][CH:16]=[CH:17][C:18]=4[C:11]=3[N:10]([CH2:19][O:20][CH2:21][CH2:22][Si:23]([CH3:26])([CH3:25])[CH3:24])[N:9]=2)=[CH:4][CH:3]=1.[C:27]([NH2:30])(=[O:29])[CH3:28].C([O-])([O-])=O.[Cs+].[Cs+].CC1(C)C2C(=C(P(C3C=CC=CC=3)C3C=CC=CC=3)C=CC=2)OC2C(P(C3C=CC=CC=3)C3C=CC=CC=3)=CC=CC1=2. (4) Given the product [F:1][C:2]1([F:16])[CH2:7][CH2:6][CH:5]([CH2:8][CH:9]=[C:10]([O:15][Si:29]([CH2:34][CH3:35])([CH2:32][CH3:33])[CH2:30][CH3:31])[C:11]([F:14])([F:13])[CH3:12])[CH2:4][CH2:3]1, predict the reactants needed to synthesize it. The reactants are: [F:1][C:2]1([F:16])[CH2:7][CH2:6][CH:5]([CH2:8][CH2:9][C:10](=[O:15])[C:11]([F:14])([F:13])[CH3:12])[CH2:4][CH2:3]1.C1CCN2C(=NCCC2)CC1.Cl[Si:29]([CH2:34][CH3:35])([CH2:32][CH3:33])[CH2:30][CH3:31].C(=O)([O-])O.[Na+]. (5) The reactants are: Cl[C:2]1[N:7]=[CH:6][C:5]([CH2:8][N:9]2[C:17]3[C:12](=[N:13][CH:14]=[CH:15][CH:16]=3)[C:11]([C:18]([NH:20][C@H:21]3[CH2:26][CH2:25][CH2:24][CH2:23][C@@H:22]3[OH:27])=[O:19])=[CH:10]2)=[CH:4][CH:3]=1.[CH3:28][N:29]1[CH:33]=[C:32](B2OC(C)(C)C(C)(C)O2)[CH:31]=[N:30]1. Given the product [OH:27][C@H:22]1[CH2:23][CH2:24][CH2:25][CH2:26][C@@H:21]1[NH:20][C:18]([C:11]1[C:12]2=[N:13][CH:14]=[CH:15][CH:16]=[C:17]2[N:9]([CH2:8][C:5]2[CH:6]=[N:7][C:2]([C:32]3[CH:31]=[N:30][N:29]([CH3:28])[CH:33]=3)=[CH:3][CH:4]=2)[CH:10]=1)=[O:19], predict the reactants needed to synthesize it. (6) Given the product [CH3:19][CH:20]1[CH2:25][CH2:24][CH2:23][CH2:22][N:21]1[C:12]([C:9]1[CH:8]=[C:7]([C:1]2[CH:2]=[CH:3][CH:4]=[CH:5][CH:6]=2)[S:11][CH:10]=1)=[O:14], predict the reactants needed to synthesize it. The reactants are: [C:1]1([C:7]2[S:11][CH:10]=[C:9]([C:12]([OH:14])=O)[CH:8]=2)[CH:6]=[CH:5][CH:4]=[CH:3][CH:2]=1.C(Cl)CCl.[CH3:19][CH:20]1[CH2:25][CH2:24][CH2:23][CH2:22][NH:21]1.O. (7) Given the product [C:1]([O:4][C:5]1[CH:20]=[C:19]([NH:21][S:38]([C:28]2[C:37]3[C:32](=[CH:33][CH:34]=[CH:35][CH:36]=3)[CH:31]=[CH:30][CH:29]=2)(=[O:40])=[O:39])[CH:18]=[CH:17][C:6]=1[C:7]([O:9][CH2:10][C:11]1[CH:16]=[CH:15][CH:14]=[CH:13][CH:12]=1)=[O:8])(=[O:3])[CH3:2], predict the reactants needed to synthesize it. The reactants are: [C:1]([O:4][C:5]1[CH:20]=[C:19]([NH2:21])[CH:18]=[CH:17][C:6]=1[C:7]([O:9][CH2:10][C:11]1[CH:16]=[CH:15][CH:14]=[CH:13][CH:12]=1)=[O:8])(=[O:3])[CH3:2].N1C=CC=CC=1.[C:28]1([S:38](Cl)(=[O:40])=[O:39])[C:37]2[C:32](=[CH:33][CH:34]=[CH:35][CH:36]=2)[CH:31]=[CH:30][CH:29]=1.C(O)(C(F)(F)F)=O. (8) Given the product [NH2:1][C:2]1[CH:10]=[C:9]([N+:11]([O-:13])=[O:12])[CH:8]=[CH:7][C:3]=1[C:4]([NH2:24])=[O:5], predict the reactants needed to synthesize it. The reactants are: [NH2:1][C:2]1[CH:10]=[C:9]([N+:11]([O-:13])=[O:12])[CH:8]=[CH:7][C:3]=1[C:4](O)=[O:5].C(Cl)CCl.C1C=CC2N(O)N=[N:24]C=2C=1.CCN(C(C)C)C(C)C.N. (9) Given the product [Cl:17][C:18]1[N:19]=[C:20]([C:34]2[CH:39]=[CH:38][N:37]=[CH:36][CH:35]=2)[N:21]=[C:22]([NH:12][S:11](=[O:13])(=[O:14])[NH:10][C:7]2[CH:6]=[CH:5][C:4]([CH:1]([CH3:3])[CH3:2])=[CH:9][CH:8]=2)[C:23]=1[O:24][C:25]1[CH:30]=[CH:29][CH:28]=[CH:27][C:26]=1[O:31][CH3:32], predict the reactants needed to synthesize it. The reactants are: [CH:1]([C:4]1[CH:9]=[CH:8][C:7]([NH:10][S:11](=[O:14])(=[O:13])[NH2:12])=[CH:6][CH:5]=1)([CH3:3])[CH3:2].[H-].[Na+].[Cl:17][C:18]1[C:23]([O:24][C:25]2[CH:30]=[CH:29][CH:28]=[CH:27][C:26]=2[O:31][CH3:32])=[C:22](Cl)[N:21]=[C:20]([C:34]2[CH:39]=[CH:38][N:37]=[CH:36][CH:35]=2)[N:19]=1.CCOC(C)=O. (10) Given the product [NH2:58][C:2]1[CH:3]=[C:4]2[C:31](=[CH:32][CH:33]=1)[O:30][C:29]([CH3:34])([CH3:35])[C:25]1([CH2:28][O:27][CH2:26]1)[C@@:5]12[CH2:9][O:8][C:7]([NH:10][C:18](=[O:19])[O:20][C:21]([CH3:24])([CH3:23])[CH3:22])=[N:6]1, predict the reactants needed to synthesize it. The reactants are: Br[C:2]1[CH:3]=[C:4]2[C:31](=[CH:32][CH:33]=1)[O:30][C:29]([CH3:35])([CH3:34])[C:25]1([CH2:28][O:27][CH2:26]1)[C@@:5]12[CH2:9][O:8][C:7]([N:10]([C:18]([O:20][C:21]([CH3:24])([CH3:23])[CH3:22])=[O:19])C(OC(C)(C)C)=O)=[N:6]1.F[B-](F)(F)F.C([PH+](C(C)(C)C)C(C)(C)C)(C)(C)C.C[Si]([N-:58][Si](C)(C)C)(C)C.[Li+].Cl.